From a dataset of Forward reaction prediction with 1.9M reactions from USPTO patents (1976-2016). Predict the product of the given reaction. (1) Given the reactants I[C:2]1[N:3]=[C:4]([CH3:16])[N:5]([C:8]2[N:13]=[CH:12][N:11]([CH3:14])[C:10](=[O:15])[CH:9]=2)[C:6]=1[CH3:7].[C:17]([C:19]1[CH:24]=[CH:23][CH:22]=[C:21]([CH3:25])[CH:20]=1)#[CH:18], predict the reaction product. The product is: [CH3:16][C:4]1[N:5]([C:8]2[N:13]=[CH:12][N:11]([CH3:14])[C:10](=[O:15])[CH:9]=2)[C:6]([CH3:7])=[C:2]([C:18]#[C:17][C:19]2[CH:20]=[C:21]([CH3:25])[CH:22]=[CH:23][CH:24]=2)[N:3]=1. (2) Given the reactants [C:1](Cl)(=[O:4])[CH:2]=[CH2:3].[C:6]1([CH3:12])[CH:11]=[CH:10]C=C[CH:7]=1.C1CC=CC=1.[C:18]([NH2:22])([CH3:21])([CH3:20])[CH3:19], predict the reaction product. The product is: [C:18]([NH:22][C:1]([CH:2]1[CH2:12][CH:6]2[CH2:7][CH:3]1[CH:10]=[CH:11]2)=[O:4])([CH3:21])([CH3:20])[CH3:19]. (3) Given the reactants C([O:8][C@H:9]1[C@@H:13]2[O:14][CH2:15][C@@:10]1([CH2:25][OH:26])[O:11][C@H:12]2[N:16]1[CH:24]=[C:22]([CH3:23])[C:20](=[O:21])[NH:19][C:17]1=[O:18])C1C=CC=CC=1.C([O-])=O.[Na+], predict the reaction product. The product is: [OH:8][C@H:9]1[C@@H:13]2[O:14][CH2:15][C@@:10]1([CH2:25][OH:26])[O:11][C@H:12]2[N:16]1[CH:24]=[C:22]([CH3:23])[C:20](=[O:21])[NH:19][C:17]1=[O:18].